From a dataset of Reaction yield outcomes from USPTO patents with 853,638 reactions. Predict the reaction yield, written as a fraction of the theoretical maximum amount of product (1.0 means a 100% yield; for example, 0.34 means a 34% yield). (1) The reactants are [C:1]([O:7][CH2:8][CH3:9])(=[O:6])[CH2:2][C:3]([CH3:5])=[O:4].[H-].[Na+].Br[CH2:13][C:14]1[CH:19]=[CH:18][CH:17]=[C:16]([N+:20]([O-:22])=[O:21])[C:15]=1[F:23].Cl. The catalyst is C1COCC1. The product is [CH2:8]([O:7][C:1](=[O:6])[CH:2]([CH2:13][C:14]1[CH:19]=[CH:18][CH:17]=[C:16]([N+:20]([O-:22])=[O:21])[C:15]=1[F:23])[C:3](=[O:4])[CH3:5])[CH3:9]. The yield is 0.630. (2) The product is [C:10]([C:8]1[CH:7]=[CH:6][C:5]([O:15][CH3:16])=[C:4]([CH:9]=1)[C:3]([OH:17])=[O:2])(=[O:14])[CH:11]([CH3:13])[CH3:12]. The yield is 1.00. The catalyst is CO. The reactants are C[O:2][C:3](=[O:17])[C:4]1[CH:9]=[C:8]([C:10](=[O:14])[CH:11]([CH3:13])[CH3:12])[CH:7]=[CH:6][C:5]=1[O:15][CH3:16].[OH-].[Na+].Cl. (3) The catalyst is CN(C=O)C. The yield is 0.819. The reactants are [H-].[Na+].[CH3:3][O:4][C:5]([C:7]1[NH:8][C:9]([C:13]2[CH:18]=[CH:17][C:16]([Cl:19])=[CH:15][CH:14]=2)=[C:10]([CH3:12])[CH:11]=1)=[O:6].[CH3:20]I. The product is [CH3:3][O:4][C:5]([C:7]1[N:8]([CH3:20])[C:9]([C:13]2[CH:14]=[CH:15][C:16]([Cl:19])=[CH:17][CH:18]=2)=[C:10]([CH3:12])[CH:11]=1)=[O:6]. (4) The reactants are [O:1]1[C:5]2[CH:6]=[CH:7][C:8]([CH2:10][C:11]#N)=[CH:9][C:4]=2[O:3][CH2:2]1.Br[CH2:14][CH2:15]Cl.[OH-:17].[Na+].[OH2:19]. The catalyst is [Cl-].C([N+](CC)(CC)CC)C1C=CC=CC=1. The product is [O:1]1[C:5]2[CH:6]=[CH:7][C:8]([C:10]3([C:11]([OH:19])=[O:17])[CH2:15][CH2:14]3)=[CH:9][C:4]=2[O:3][CH2:2]1. The yield is 0.800. (5) The catalyst is CO.[Pd]. The reactants are [N+:1]([C:4]1[CH:20]=[CH:19][C:7]([CH2:8][C:9]2[CH:10]=[C:11]3[C:15](=[CH:16][CH:17]=2)[NH:14][C:13](=[O:18])[CH2:12]3)=[CH:6][CH:5]=1)([O-])=O. The product is [NH2:1][C:4]1[CH:5]=[CH:6][C:7]([CH2:8][C:9]2[CH:10]=[C:11]3[C:15](=[CH:16][CH:17]=2)[NH:14][C:13](=[O:18])[CH2:12]3)=[CH:19][CH:20]=1. The yield is 0.580.